This data is from Experimentally validated miRNA-target interactions with 360,000+ pairs, plus equal number of negative samples. The task is: Binary Classification. Given a miRNA mature sequence and a target amino acid sequence, predict their likelihood of interaction. The miRNA is mmu-miR-3087-3p with sequence UAACUCACUGUCAUGUCCUCA. The protein sequence of the target gene is MNGDDAFARRPRAGAQIPEKIQKSFDDIAKYFSKKEWEKMKSLEKISYVYMKRKYEAMTKLGFKATLPPFMHNTGATDLQGNDFDNDRNQGNQVERPQMTFCRLQRIFPKIMPKKPAEEGNDSKGVPEASGSQNDGKHLCPPGKPSTSEKINKTSGPKRGKHAWTHRLRERKQLVIYEEISDPEEDDE. Result: 0 (no interaction).